This data is from NCI-60 drug combinations with 297,098 pairs across 59 cell lines. The task is: Regression. Given two drug SMILES strings and cell line genomic features, predict the synergy score measuring deviation from expected non-interaction effect. (1) Drug 1: CN1CCC(CC1)COC2=C(C=C3C(=C2)N=CN=C3NC4=C(C=C(C=C4)Br)F)OC. Drug 2: CC1=CC2C(CCC3(C2CCC3(C(=O)C)OC(=O)C)C)C4(C1=CC(=O)CC4)C. Cell line: HS 578T. Synergy scores: CSS=-13.7, Synergy_ZIP=6.04, Synergy_Bliss=-2.13, Synergy_Loewe=-10.6, Synergy_HSA=-9.66. (2) Drug 1: CN(CCCl)CCCl.Cl. Drug 2: CS(=O)(=O)OCCCCOS(=O)(=O)C. Cell line: SN12C. Synergy scores: CSS=36.4, Synergy_ZIP=-12.7, Synergy_Bliss=-6.17, Synergy_Loewe=-10.4, Synergy_HSA=-1.85. (3) Drug 1: CCC(=C(C1=CC=CC=C1)C2=CC=C(C=C2)OCCN(C)C)C3=CC=CC=C3.C(C(=O)O)C(CC(=O)O)(C(=O)O)O. Drug 2: CN(C(=O)NC(C=O)C(C(C(CO)O)O)O)N=O. Cell line: UACC62. Synergy scores: CSS=6.80, Synergy_ZIP=-1.82, Synergy_Bliss=0.963, Synergy_Loewe=0.0325, Synergy_HSA=0.714. (4) Drug 1: C1=NNC2=C1C(=O)NC=N2. Drug 2: C1C(C(OC1N2C=NC3=C2NC=NCC3O)CO)O. Cell line: SF-539. Synergy scores: CSS=-1.39, Synergy_ZIP=3.40, Synergy_Bliss=3.39, Synergy_Loewe=-0.965, Synergy_HSA=-1.33. (5) Drug 1: CC1CCC2CC(C(=CC=CC=CC(CC(C(=O)C(C(C(=CC(C(=O)CC(OC(=O)C3CCCCN3C(=O)C(=O)C1(O2)O)C(C)CC4CCC(C(C4)OC)OCCO)C)C)O)OC)C)C)C)OC. Drug 2: CC1C(C(CC(O1)OC2CC(CC3=C2C(=C4C(=C3O)C(=O)C5=C(C4=O)C(=CC=C5)OC)O)(C(=O)CO)O)N)O.Cl. Cell line: CCRF-CEM. Synergy scores: CSS=40.1, Synergy_ZIP=-5.76, Synergy_Bliss=-5.02, Synergy_Loewe=-7.58, Synergy_HSA=-2.41. (6) Drug 1: C1=CC(=CC=C1CCC2=CNC3=C2C(=O)NC(=N3)N)C(=O)NC(CCC(=O)O)C(=O)O. Drug 2: C1=CC(=CC=C1CCCC(=O)O)N(CCCl)CCCl. Cell line: NCI-H460. Synergy scores: CSS=46.9, Synergy_ZIP=-3.39, Synergy_Bliss=-3.35, Synergy_Loewe=-2.03, Synergy_HSA=1.78. (7) Drug 1: C1CCC(C1)C(CC#N)N2C=C(C=N2)C3=C4C=CNC4=NC=N3. Drug 2: CC(C)(C#N)C1=CC(=CC(=C1)CN2C=NC=N2)C(C)(C)C#N. Cell line: UO-31. Synergy scores: CSS=16.2, Synergy_ZIP=-3.78, Synergy_Bliss=0.266, Synergy_Loewe=2.50, Synergy_HSA=2.60. (8) Drug 1: C1C(C(OC1N2C=NC3=C(N=C(N=C32)Cl)N)CO)O. Drug 2: C1=CC=C(C(=C1)C(C2=CC=C(C=C2)Cl)C(Cl)Cl)Cl. Cell line: NCI-H226. Synergy scores: CSS=-15.1, Synergy_ZIP=2.78, Synergy_Bliss=-1.82, Synergy_Loewe=-15.2, Synergy_HSA=-12.7. (9) Cell line: RPMI-8226. Synergy scores: CSS=51.1, Synergy_ZIP=-2.78, Synergy_Bliss=-7.31, Synergy_Loewe=-26.3, Synergy_HSA=-7.17. Drug 2: CCCCCOC(=O)NC1=NC(=O)N(C=C1F)C2C(C(C(O2)C)O)O. Drug 1: C1=CC(=CC=C1CCCC(=O)O)N(CCCl)CCCl.